Dataset: HIV replication inhibition screening data with 41,000+ compounds from the AIDS Antiviral Screen. Task: Binary Classification. Given a drug SMILES string, predict its activity (active/inactive) in a high-throughput screening assay against a specified biological target. The compound is COc1cc(C(=O)NN=CN(C)C)cc(OC)c1OC. The result is 0 (inactive).